From a dataset of Catalyst prediction with 721,799 reactions and 888 catalyst types from USPTO. Predict which catalyst facilitates the given reaction. (1) Reactant: [CH2:1]([O:3][C:4](=[O:14])[CH2:5]P(OCC)(OCC)=O)C.C[O-].[Na+].CO.[C:20]([O:24][C:25]([N:27]1[CH2:32][CH2:31][C:30](=O)[C:29]([CH3:35])([CH3:34])[CH2:28]1)=[O:26])([CH3:23])([CH3:22])[CH3:21]. Product: [C:20]([O:24][C:25]([N:27]1[CH2:32][CH:31]=[C:30]([CH2:5][C:4]([O:3][CH3:1])=[O:14])[C:29]([CH3:35])([CH3:34])[CH2:28]1)=[O:26])([CH3:23])([CH3:21])[CH3:22]. The catalyst class is: 7. (2) Reactant: [C:1]([C:5]1[CH:6]=[C:7]([NH:18][C:19]([NH:21][C@@H:22]2[C:31]3[C:26](=[CH:27][CH:28]=[CH:29][CH:30]=3)[C@H:25]([O:32][C:33]3[CH:34]=[CH:35][C:36]4[N:37]([C:39]([N:42]5[CH2:47][CH2:46][CH2:45][CH2:44][C@@H:43]5[CH3:48])=[N:40][N:41]=4)[CH:38]=3)[CH2:24][CH2:23]2)=[O:20])[N:8]([C:10]2[CH:15]=[CH:14][C:13]([CH:16]=O)=[CH:12][CH:11]=2)[N:9]=1)([CH3:4])([CH3:3])[CH3:2].[CH2:49]([NH:51][CH3:52])[CH3:50].[C:53]([O:56][BH-](OC(=O)C)OC(=O)C)(=[O:55])C.[Na+].O. Product: [CH:53]([OH:56])=[O:55].[C:1]([C:5]1[CH:6]=[C:7]([NH:18][C:19]([NH:21][C@@H:22]2[C:31]3[C:26](=[CH:27][CH:28]=[CH:29][CH:30]=3)[C@H:25]([O:32][C:33]3[CH:34]=[CH:35][C:36]4[N:37]([C:39]([N:42]5[CH2:47][CH2:46][CH2:45][CH2:44][C@@H:43]5[CH3:48])=[N:40][N:41]=4)[CH:38]=3)[CH2:24][CH2:23]2)=[O:20])[N:8]([C:10]2[CH:15]=[CH:14][C:13]([CH2:16][N:51]([CH2:49][CH3:50])[CH3:52])=[CH:12][CH:11]=2)[N:9]=1)([CH3:2])([CH3:4])[CH3:3]. The catalyst class is: 2. (3) The catalyst class is: 144. Reactant: [Cl:1][C:2]1[CH:7]=[CH:6][C:5]([N:8]2[C:12]([S:13][CH3:14])=[C:11]([C:15]([OH:17])=O)[N:10]=[C:9]2[C:18]2[CH:23]=[CH:22][C:21]([Cl:24])=[CH:20][C:19]=2[Cl:25])=[CH:4][CH:3]=1.C(N(CC)C(C)C)(C)C.F[P-](F)(F)(F)(F)F.N1(OC(N(C)C)=[N+](C)C)[C:46]2[CH:47]=[CH:48][CH:49]=C[C:45]=2[N:44]=[N:43]1.NN1CCCCC1. Product: [Cl:1][C:2]1[CH:7]=[CH:6][C:5]([N:8]2[C:12]([S:13][CH3:14])=[C:11]([C:15]([NH:43][N:44]3[CH2:49][CH2:48][CH2:47][CH2:46][CH2:45]3)=[O:17])[N:10]=[C:9]2[C:18]2[CH:23]=[CH:22][C:21]([Cl:24])=[CH:20][C:19]=2[Cl:25])=[CH:4][CH:3]=1. (4) Reactant: Br[C:2]1[CH:7]=[CH:6][C:5]([CH:8]([OH:10])[CH3:9])=[C:4]([CH3:11])[CH:3]=1.C([O-])(=O)C.[K+].[CH3:17][C:18]1([CH3:34])[C:22]([CH3:24])([CH3:23])[O:21][B:20]([B:20]2[O:21][C:22]([CH3:24])([CH3:23])[C:18]([CH3:34])([CH3:17])[O:19]2)[O:19]1.ClCCl. Product: [CH3:11][C:4]1[CH:3]=[C:2]([B:20]2[O:21][C:22]([CH3:24])([CH3:23])[C:18]([CH3:34])([CH3:17])[O:19]2)[CH:7]=[CH:6][C:5]=1[CH:8]([OH:10])[CH3:9]. The catalyst class is: 75. (5) Reactant: [CH:1]1[C:10]2[C:5](=[CH:6][CH:7]=[CH:8][CH:9]=2)[CH:4]=[CH:3][C:2]=1[O:11][C:12]1[CH:20]=[CH:19][C:15]([C:16](O)=[O:17])=[CH:14][CH:13]=1.C(Cl)(=O)C(Cl)=O.[NH2:27][C:28]1[CH:33]=[CH:32][CH:31]=[CH:30][C:29]=1[OH:34].N1C=CC=CC=1. Product: [CH:1]1[C:10]2[C:5](=[CH:6][CH:7]=[CH:8][CH:9]=2)[CH:4]=[CH:3][C:2]=1[O:11][C:12]1[CH:20]=[CH:19][C:15]([C:16]([NH:27][C:28]2[CH:33]=[CH:32][CH:31]=[CH:30][C:29]=2[OH:34])=[O:17])=[CH:14][CH:13]=1. The catalyst class is: 606. (6) Reactant: [CH2:1]([O:8][C:9]([N:11]1[CH2:21][CH2:20][C:14]2([CH:16]([C:17]([OH:19])=O)[CH2:15]2)[CH2:13][CH2:12]1)=[O:10])[C:2]1[CH:7]=[CH:6][CH:5]=[CH:4][CH:3]=1.CN(C(ON1N=NC2C=CC=NC1=2)=[N+](C)C)C.F[P-](F)(F)(F)(F)F.C(N(C(C)C)C(C)C)C.[CH3:55][N:56]1[CH2:61][CH2:60][NH:59][CH2:58][CH2:57]1. Product: [CH2:1]([O:8][C:9]([N:11]1[CH2:12][CH2:13][C:14]2([CH:16]([C:17]([N:59]3[CH2:60][CH2:61][N:56]([CH3:55])[CH2:57][CH2:58]3)=[O:19])[CH2:15]2)[CH2:20][CH2:21]1)=[O:10])[C:2]1[CH:7]=[CH:6][CH:5]=[CH:4][CH:3]=1. The catalyst class is: 290.